From a dataset of NCI-60 drug combinations with 297,098 pairs across 59 cell lines. Regression. Given two drug SMILES strings and cell line genomic features, predict the synergy score measuring deviation from expected non-interaction effect. (1) Drug 1: C1=CC(=C2C(=C1NCCNCCO)C(=O)C3=C(C=CC(=C3C2=O)O)O)NCCNCCO. Drug 2: CC1C(C(CC(O1)OC2CC(OC(C2O)C)OC3=CC4=CC5=C(C(=O)C(C(C5)C(C(=O)C(C(C)O)O)OC)OC6CC(C(C(O6)C)O)OC7CC(C(C(O7)C)O)OC8CC(C(C(O8)C)O)(C)O)C(=C4C(=C3C)O)O)O)O. Cell line: UACC-257. Synergy scores: CSS=34.2, Synergy_ZIP=10.6, Synergy_Bliss=16.3, Synergy_Loewe=15.5, Synergy_HSA=15.4. (2) Drug 1: C1CCN(CC1)CCOC2=CC=C(C=C2)C(=O)C3=C(SC4=C3C=CC(=C4)O)C5=CC=C(C=C5)O. Drug 2: CC12CCC3C(C1CCC2OP(=O)(O)O)CCC4=C3C=CC(=C4)OC(=O)N(CCCl)CCCl.[Na+]. Cell line: HL-60(TB). Synergy scores: CSS=-11.5, Synergy_ZIP=6.20, Synergy_Bliss=0.710, Synergy_Loewe=-3.28, Synergy_HSA=-8.02. (3) Drug 1: C1CN1P(=S)(N2CC2)N3CC3. Drug 2: CNC(=O)C1=NC=CC(=C1)OC2=CC=C(C=C2)NC(=O)NC3=CC(=C(C=C3)Cl)C(F)(F)F. Cell line: HS 578T. Synergy scores: CSS=6.52, Synergy_ZIP=-2.28, Synergy_Bliss=0.480, Synergy_Loewe=-4.87, Synergy_HSA=-0.742.